Task: Predict the reactants needed to synthesize the given product.. Dataset: Full USPTO retrosynthesis dataset with 1.9M reactions from patents (1976-2016) (1) Given the product [CH2:20]([NH+:24]([CH2:29][CH3:30])[CH2:25][CH3:26])[CH3:21].[O-:16][P:15]([O:19][P:15]([O-:18])([O-:17])=[O:16])(=[O:18])[O-:17], predict the reactants needed to synthesize it. The reactants are: C(C1NC=CN=1)(C1NC=CN=1)=O.CO.[P:15]([O-:19])([O-:18])([O-:17])=[O:16].[CH2:20]([NH+:24]([CH2:29][CH2:30]CC)[CH2:25][CH2:26]CC)[CH2:21]CC.C([NH+](CCCC)CCCC)CCC.C([NH+](CCCC)CCCC)CCC. (2) Given the product [S:1]1[CH:5]=[CH:4][N:3]=[C:2]1[CH:6]([O:13][C:14]1[CH:15]=[CH:16][C:17]([CH2:23][CH2:24][C:25]2[CH:26]=[CH:27][C:28]([F:31])=[CH:29][CH:30]=2)=[C:18]([CH:22]=1)[C:19]([NH:37][C@@H:36]([CH2:38][CH2:39][S:40][CH3:41])[C:35]([O:34][CH3:33])=[O:42])=[O:20])[CH2:7][N:8]1[CH:12]=[CH:11][N:10]=[CH:9]1, predict the reactants needed to synthesize it. The reactants are: [S:1]1[CH:5]=[CH:4][N:3]=[C:2]1[CH:6]([O:13][C:14]1[CH:15]=[CH:16][C:17]([CH2:23][CH2:24][C:25]2[CH:30]=[CH:29][C:28]([F:31])=[CH:27][CH:26]=2)=[C:18]([CH:22]=1)[C:19](O)=[O:20])[CH2:7][N:8]1[CH:12]=[CH:11][N:10]=[CH:9]1.Cl.[CH3:33][O:34][C:35](=[O:42])[C@H:36]([CH2:38][CH2:39][S:40][CH3:41])[NH2:37].CCN=C=NCCCN(C)C.Cl. (3) The reactants are: [N:1](=[CH:22]/[C:23]1[C:28]([OH:29])=[CH:27][C:26]([O:30][CH2:31][CH2:32][CH2:33][CH2:34][N:35]2[CH2:40][CH2:39][O:38][CH2:37][CH2:36]2)=[CH:25][CH:24]=1)\[N:2]=[CH:3]\[C:4]1[C:9]([OH:10])=[CH:8][C:7]([O:11][CH2:12][CH2:13][CH2:14][CH2:15][N:16]2[CH2:21][CH2:20][O:19][CH2:18][CH2:17]2)=[CH:6][CH:5]=1.[C:41]([O-:44])([O-])=O.[Cs+].[Cs+].[C:47](OC(=O)C)(=[O:49])[CH3:48].[CH3:54]N(C=O)C. Given the product [C:47]([O:29][C:28]1[C:23](/[CH:22]=[N:1]/[N:2]=[CH:3]/[C:4]2[C:9]([O:10][C:41](=[O:44])[CH3:54])=[CH:8][C:7]([O:11][CH2:12][CH2:13][CH2:14][CH2:15][N:16]3[CH2:21][CH2:20][O:19][CH2:18][CH2:17]3)=[CH:6][CH:5]=2)=[CH:24][CH:25]=[C:26]([O:30][CH2:31][CH2:32][CH2:33][CH2:34][N:35]2[CH2:40][CH2:39][O:38][CH2:37][CH2:36]2)[CH:27]=1)(=[O:49])[CH3:48], predict the reactants needed to synthesize it. (4) Given the product [Br:17][C:18]1[CH:23]=[CH:22][C:21]([O:24][CH2:2][C:3]2[C:8]([CH3:9])=[CH:7][CH:6]=[CH:5][C:4]=2[N:10]2[C:14](=[O:15])[N:13]([CH3:16])[N:12]=[N:11]2)=[C:20]([C:25]([F:26])([F:27])[F:28])[CH:19]=1, predict the reactants needed to synthesize it. The reactants are: Br[CH2:2][C:3]1[C:8]([CH3:9])=[CH:7][CH:6]=[CH:5][C:4]=1[N:10]1[C:14](=[O:15])[N:13]([CH3:16])[N:12]=[N:11]1.[Br:17][C:18]1[CH:23]=[CH:22][C:21]([OH:24])=[C:20]([C:25]([F:28])([F:27])[F:26])[CH:19]=1.C(=O)([O-])[O-].[K+].[K+].C(#N)C. (5) Given the product [CH3:13][N:14]([CH2:1][C:3]1[CH:4]=[C:5]([C:8]([O:10][CH2:11][CH3:12])=[O:9])[NH:6][CH:7]=1)[CH3:15], predict the reactants needed to synthesize it. The reactants are: [CH:1]([C:3]1[CH:4]=[C:5]([C:8]([O:10][CH2:11][CH3:12])=[O:9])[NH:6][CH:7]=1)=O.[CH3:13][NH:14][CH3:15].C([BH3-])#N.[Na+].O.